Dataset: Forward reaction prediction with 1.9M reactions from USPTO patents (1976-2016). Task: Predict the product of the given reaction. (1) The product is: [NH2:2][CH2:3][CH2:4][C:5]1[CH:6]=[CH:7][C:8]([NH:11][C:12]([C:14]2[CH:19]=[C:18]([N+:20]([O-:22])=[O:21])[CH:17]=[CH:16][C:15]=2[Cl:23])=[O:13])=[CH:9][CH:10]=1. Given the reactants Cl.[NH2:2][CH2:3][CH2:4][C:5]1[CH:10]=[CH:9][C:8]([NH:11][C:12]([C:14]2[CH:19]=[C:18]([N+:20]([O-:22])=[O:21])[CH:17]=[CH:16][C:15]=2[Cl:23])=[O:13])=[CH:7][CH:6]=1.C(=O)(O)[O-].[Na+].O, predict the reaction product. (2) Given the reactants [OH:1][C:2]1[CH:7]=[CH:6][N:5]=[CH:4][C:3]=1[CH:8]=O.[NH:10]1[CH2:15][CH2:14][CH2:13][CH2:12][CH2:11]1.[S:16]1[CH2:22][C:20](=[O:21])[NH:19][C:17]1=S, predict the reaction product. The product is: [OH:1][C:2]1[CH:7]=[CH:6][N:5]=[CH:4][C:3]=1/[CH:8]=[C:22]1/[C:20](=[O:21])[N:19]=[C:17]([N:10]2[CH2:15][CH2:14][CH2:13][CH2:12][CH2:11]2)[S:16]/1. (3) Given the reactants Br[C:2]1[C:10]2[C:5](=[N:6][C:7]([CH3:22])=[CH:8][C:9]=2[NH:11][S:12]([C:15]2[CH:20]=[CH:19][CH:18]=[C:17]([Cl:21])[CH:16]=2)(=[O:14])=[O:13])[S:4][C:3]=1[C:23]1[CH:24]=[N:25][N:26](C(OC(C)(C)C)=O)[CH:27]=1.CC1(C)C(C)(C)OB([C:43]2[CH:44]=[C:45]([N:49]3[CH2:53][CH2:52][CH2:51][CH2:50]3)[CH:46]=[CH:47][CH:48]=2)O1.C(=O)([O-])[O-].[K+].[K+].CN(C=O)C, predict the reaction product. The product is: [Cl:21][C:17]1[CH:16]=[C:15]([S:12]([NH:11][C:9]2[CH:8]=[C:7]([CH3:22])[N:6]=[C:5]3[S:4][C:3]([C:23]4[CH:27]=[N:26][NH:25][CH:24]=4)=[C:2]([C:47]4[CH:48]=[CH:43][CH:44]=[C:45]([N:49]5[CH2:50][CH2:51][CH2:52][CH2:53]5)[CH:46]=4)[C:10]=23)(=[O:14])=[O:13])[CH:20]=[CH:19][CH:18]=1. (4) Given the reactants [CH:1]1[C:10]2[C:5](=[CH:6][CH:7]=[CH:8][CH:9]=2)[CH2:4][CH2:3][N:2]=1.[S:11](=[O:14])(=[O:13])=[O:12].[CH2:15]([O:19][CH2:20][CH:21]([CH2:28][CH2:29][CH2:30][CH3:31])[CH2:22][CH2:23][CH2:24][CH2:25][CH2:26][CH3:27])[CH:16]1[O:18][CH2:17]1, predict the reaction product. The product is: [CH2:1]1[C:10]2[C:5](=[CH:6][CH:7]=[CH:8][CH:9]=2)[CH2:4][CH2:3][N:2]1[CH2:17][CH:16]([O:18][S:11](=[O:13])(=[O:12])[OH:14])[CH2:15][O:19][CH2:20][CH:21]([CH2:28][CH2:29][CH2:30][CH3:31])[CH2:22][CH2:23][CH2:24][CH2:25][CH2:26][CH3:27]. (5) Given the reactants [NH2:1][CH:2]1[CH2:7][CH2:6][CH:5]([O:8][C:9](=[O:11])[CH3:10])[CH2:4][CH:3]1[C:12]1[CH:17]=[CH:16][C:15]([O:18][CH3:19])=[C:14]([O:20][CH3:21])[CH:13]=1.[CH:22]1([CH2:25][O:26][C:27]2[CH:28]=[C:29]([CH:33]=[CH:34][C:35]=2[O:36][CH2:37][CH:38]2[CH2:40][CH2:39]2)[C:30](Cl)=[O:31])[CH2:24][CH2:23]1, predict the reaction product. The product is: [CH:22]1([CH2:25][O:26][C:27]2[CH:28]=[C:29]([C:30]([NH:1][CH:2]3[CH2:7][CH2:6][CH:5]([O:8][C:9](=[O:11])[CH3:10])[CH2:4][CH:3]3[C:12]3[CH:17]=[CH:16][C:15]([O:18][CH3:19])=[C:14]([O:20][CH3:21])[CH:13]=3)=[O:31])[CH:33]=[CH:34][C:35]=2[O:36][CH2:37][CH:38]2[CH2:39][CH2:40]2)[CH2:24][CH2:23]1. (6) Given the reactants [CH3:1][O:2][C:3]1[CH:8]=[CH:7][C:6]([S:9]([N:12]2[C:20]3[CH:19]=[CH:18][CH:17]=[C:16]([C:21]#[N:22])[C:15]=3[CH:14]=[CH:13]2)(=[O:11])=[O:10])=[CH:5][C:4]=1[N:23]1[CH2:28][CH2:27][NH:26][CH2:25][CH2:24]1.[C:29]([BH3-])#N.[Na+].C=O, predict the reaction product. The product is: [CH3:1][O:2][C:3]1[CH:8]=[CH:7][C:6]([S:9]([N:12]2[C:20]3[CH:19]=[CH:18][CH:17]=[C:16]([C:21]#[N:22])[C:15]=3[CH:14]=[CH:13]2)(=[O:10])=[O:11])=[CH:5][C:4]=1[N:23]1[CH2:28][CH2:27][N:26]([CH3:29])[CH2:25][CH2:24]1. (7) Given the reactants [C:1]([O:5][C:6]([NH:8][C@@H:9]([CH2:13]O)[C:10]([OH:12])=O)=[O:7])([CH3:4])([CH3:3])[CH3:2].CN(C(N(C)C)=[N+]1C2C(=NC=CC=2)[N+]([O-])=N1)C.F[P-](F)(F)(F)(F)F.[C:39]([C:43]1[CH:44]=[C:45]([NH2:50])[C:46]([NH2:49])=[CH:47][CH:48]=1)([CH3:42])([CH3:41])[CH3:40], predict the reaction product. The product is: [C:39]([C:43]1[CH:48]=[CH:47][C:46]2[NH:49][C:13]([C@@H:9]([NH:8][C:6](=[O:7])[O:5][C:1]([CH3:2])([CH3:3])[CH3:4])[CH2:10][OH:12])=[N:50][C:45]=2[CH:44]=1)([CH3:42])([CH3:40])[CH3:41].